This data is from Forward reaction prediction with 1.9M reactions from USPTO patents (1976-2016). The task is: Predict the product of the given reaction. (1) Given the reactants [CH3:1][O:2][C:3]1[CH:11]=[CH:10][C:6]([C:7]([NH2:9])=[S:8])=[CH:5][N:4]=1.Cl[CH2:13][C:14](=O)[CH2:15][C:16]([O:18][CH3:19])=[O:17], predict the reaction product. The product is: [CH3:1][O:2][C:3]1[N:4]=[CH:5][C:6]([C:7]2[S:8][CH:13]=[C:14]([CH2:15][C:16]([O:18][CH3:19])=[O:17])[N:9]=2)=[CH:10][CH:11]=1. (2) Given the reactants Cl[C:2]1[C:7]([CH3:8])=[C:6]([Cl:9])[N:5]=[CH:4][C:3]=1[C:10]([N:12]1[CH2:17][CH2:16][CH:15]([C:18]2[CH:23]=[CH:22][C:21]([F:24])=[CH:20][CH:19]=2)[CH2:14][CH2:13]1)=[O:11].[F:25][C:26]1[CH:32]=[CH:31][C:29]([NH2:30])=[CH:28][C:27]=1[O:33][CH3:34], predict the reaction product. The product is: [Cl:9][C:6]1[N:5]=[CH:4][C:3]([C:10]([N:12]2[CH2:17][CH2:16][CH:15]([C:18]3[CH:23]=[CH:22][C:21]([F:24])=[CH:20][CH:19]=3)[CH2:14][CH2:13]2)=[O:11])=[C:2]([NH:30][C:29]2[CH:31]=[CH:32][C:26]([F:25])=[C:27]([O:33][CH3:34])[CH:28]=2)[C:7]=1[CH3:8]. (3) Given the reactants [Cl:1][C:2]1[CH:3]=[C:4]([CH:8]=[CH:9][N:10]=1)[C:5](O)=[O:6].Cl.[OH-].[Na+], predict the reaction product. The product is: [Cl:1][C:2]1[CH:3]=[C:4]([CH2:5][OH:6])[CH:8]=[CH:9][N:10]=1.